From a dataset of NCI-60 drug combinations with 297,098 pairs across 59 cell lines. Regression. Given two drug SMILES strings and cell line genomic features, predict the synergy score measuring deviation from expected non-interaction effect. (1) Drug 1: C1CCC(CC1)NC(=O)N(CCCl)N=O. Drug 2: C1C(C(OC1N2C=NC3=C2NC=NCC3O)CO)O. Cell line: HL-60(TB). Synergy scores: CSS=30.1, Synergy_ZIP=6.90, Synergy_Bliss=3.90, Synergy_Loewe=-13.7, Synergy_HSA=4.05. (2) Drug 1: C1CCC(C1)C(CC#N)N2C=C(C=N2)C3=C4C=CNC4=NC=N3. Drug 2: C1C(C(OC1N2C=NC3=C(N=C(N=C32)Cl)N)CO)O. Cell line: UACC-257. Synergy scores: CSS=-1.74, Synergy_ZIP=2.28, Synergy_Bliss=2.40, Synergy_Loewe=-2.68, Synergy_HSA=-1.14. (3) Drug 1: C1CN1P(=S)(N2CC2)N3CC3. Drug 2: C1CN1C2=NC(=NC(=N2)N3CC3)N4CC4. Cell line: M14. Synergy scores: CSS=20.1, Synergy_ZIP=-4.29, Synergy_Bliss=2.39, Synergy_Loewe=-14.6, Synergy_HSA=1.44. (4) Drug 1: CC(C1=C(C=CC(=C1Cl)F)Cl)OC2=C(N=CC(=C2)C3=CN(N=C3)C4CCNCC4)N. Drug 2: CC1OCC2C(O1)C(C(C(O2)OC3C4COC(=O)C4C(C5=CC6=C(C=C35)OCO6)C7=CC(=C(C(=C7)OC)O)OC)O)O. Cell line: BT-549. Synergy scores: CSS=28.8, Synergy_ZIP=6.36, Synergy_Bliss=6.76, Synergy_Loewe=-2.83, Synergy_HSA=3.49. (5) Drug 1: CCN(CC)CCCC(C)NC1=C2C=C(C=CC2=NC3=C1C=CC(=C3)Cl)OC. Drug 2: C1C(C(OC1N2C=NC3=C2NC=NCC3O)CO)O. Cell line: SF-295. Synergy scores: CSS=18.3, Synergy_ZIP=-8.12, Synergy_Bliss=-1.79, Synergy_Loewe=-0.823, Synergy_HSA=-0.922. (6) Drug 1: C(=O)(N)NO. Drug 2: CN(CCCl)CCCl.Cl. Cell line: MDA-MB-231. Synergy scores: CSS=16.4, Synergy_ZIP=-1.73, Synergy_Bliss=2.99, Synergy_Loewe=-1.57, Synergy_HSA=2.69. (7) Drug 1: CC1C(C(CC(O1)OC2CC(CC3=C2C(=C4C(=C3O)C(=O)C5=C(C4=O)C(=CC=C5)OC)O)(C(=O)CO)O)N)O.Cl. Drug 2: CC(C)(C#N)C1=CC(=CC(=C1)CN2C=NC=N2)C(C)(C)C#N. Cell line: SNB-19. Synergy scores: CSS=25.2, Synergy_ZIP=-0.827, Synergy_Bliss=-1.63, Synergy_Loewe=-9.52, Synergy_HSA=-1.87. (8) Drug 1: CC1CCC2CC(C(=CC=CC=CC(CC(C(=O)C(C(C(=CC(C(=O)CC(OC(=O)C3CCCCN3C(=O)C(=O)C1(O2)O)C(C)CC4CCC(C(C4)OC)OCCO)C)C)O)OC)C)C)C)OC. Drug 2: C1CN(CCN1C(=O)CCBr)C(=O)CCBr. Cell line: M14. Synergy scores: CSS=18.2, Synergy_ZIP=-7.99, Synergy_Bliss=-1.94, Synergy_Loewe=-6.06, Synergy_HSA=0.773.